From a dataset of Forward reaction prediction with 1.9M reactions from USPTO patents (1976-2016). Predict the product of the given reaction. (1) Given the reactants [NH2:1][C:2]1[O:6][N:5]=[C:4]([C:7]2[S:28][C:10]3=[CH:11][N:12]=[CH:13][C:14]([NH:15][C:16]4[CH:21]=[CH:20][C:19]([C:22]5[CH:27]=[CH:26][CH:25]=[CH:24][CH:23]=5)=[CH:18][CH:17]=4)=[C:9]3[CH:8]=2)[N:3]=1.[F:29][C:30]([F:41])([F:40])[C:31](O[C:31](=[O:32])[C:30]([F:41])([F:40])[F:29])=[O:32], predict the reaction product. The product is: [C:19]1([C:22]2[CH:27]=[CH:26][CH:25]=[CH:24][CH:23]=2)[CH:18]=[CH:17][C:16]([NH:15][C:14]2[CH:13]=[N:12][CH:11]=[C:10]3[S:28][C:7]([C:4]4[N:3]=[C:2]([NH:1][C:31](=[O:32])[C:30]([F:41])([F:40])[F:29])[O:6][N:5]=4)=[CH:8][C:9]=23)=[CH:21][CH:20]=1. (2) Given the reactants [N:1]1[CH:6]=[CH:5][C:4]([CH2:7][NH:8][C:9]2[CH:28]=[CH:27][CH:26]=[CH:25][C:10]=2[C:11]([NH:13][O:14][CH2:15][C:16]2[CH:17]=[C:18]([CH:22]=[CH:23][CH:24]=2)[C:19](O)=[O:20])=[O:12])=[CH:3][CH:2]=1.[NH2:29][CH2:30][CH2:31][N:32]1[CH2:36][CH2:35][CH2:34][CH2:33]1, predict the reaction product. The product is: [N:32]1([CH2:31][CH2:30][NH:29][C:19]([C:18]2[CH:17]=[C:16]([CH:24]=[CH:23][CH:22]=2)[CH2:15][O:14][NH:13][C:11](=[O:12])[C:10]2[CH:25]=[CH:26][CH:27]=[CH:28][C:9]=2[NH:8][CH2:7][C:4]2[CH:3]=[CH:2][N:1]=[CH:6][CH:5]=2)=[O:20])[CH2:36][CH2:35][CH2:34][CH2:33]1.